Dataset: Full USPTO retrosynthesis dataset with 1.9M reactions from patents (1976-2016). Task: Predict the reactants needed to synthesize the given product. (1) Given the product [ClH:1].[ClH:1].[ClH:1].[N:8]1[CH:13]=[CH:12][CH:11]=[C:10]([O:14][CH2:15][CH:16]2[CH2:21][NH:20][CH2:19][CH2:18][N:17]2[C:29]([O:31][CH:32]2[CH2:37][CH2:36][NH:35][CH2:34][CH2:33]2)=[O:30])[CH:9]=1, predict the reactants needed to synthesize it. The reactants are: [ClH:1].O1CCOCC1.[N:8]1[CH:13]=[CH:12][CH:11]=[C:10]([O:14][CH2:15][CH:16]2[CH2:21][N:20](C(OC(C)(C)C)=O)[CH2:19][CH2:18][N:17]2[C:29]([O:31][CH:32]2[CH2:37][CH2:36][NH:35][CH2:34][CH2:33]2)=[O:30])[CH:9]=1. (2) Given the product [OH:6][CH:3]1[CH2:4][CH2:5][N:1]([C:17]([Cl:16])=[O:19])[CH2:2]1, predict the reactants needed to synthesize it. The reactants are: [NH:1]1[CH2:5][CH2:4][CH:3]([OH:6])[CH2:2]1.CCN(C(C)C)C(C)C.[Cl:16][C:17](Cl)([O:19]C(=O)OC(Cl)(Cl)Cl)Cl. (3) The reactants are: COC(=O)[O-].[CH2:6]([N+:8]([CH2:12][CH3:13])([CH2:10][CH3:11])[CH3:9])[CH3:7].[F:14][B-:15]([F:18])([F:17])[F:16].[H+]. Given the product [F:14][B-:15]([F:18])([F:17])[F:16].[CH2:6]([N+:8]([CH2:12][CH3:13])([CH2:10][CH3:11])[CH3:9])[CH3:7], predict the reactants needed to synthesize it. (4) Given the product [Cl:19][C:6]1[CH:5]=[CH:4][C:3]([C:11]2[S:12][CH:13]=[C:14]([C:16]([OH:18])=[O:17])[N:15]=2)=[C:2]([F:1])[CH:7]=1, predict the reactants needed to synthesize it. The reactants are: [F:1][C:2]1[CH:7]=[C:6](OC)[CH:5]=[C:4](F)[C:3]=1[C:11]1[S:12][CH:13]=[C:14]([C:16]([OH:18])=[O:17])[N:15]=1.[Cl:19]C1C=CC(B(O)O)=C(F)C=1. (5) The reactants are: [CH2:1]([O:8][C:9]([NH:11][CH:12]([C:30]([O:32]C)=O)[CH2:13][C@H:14]1[N:18](C(OC(C)(C)C)=O)[C@H:17]([C:26]([O:28][CH3:29])=[O:27])[CH2:16][CH2:15]1)=[O:10])[C:2]1[CH:7]=[CH:6][CH:5]=[CH:4][CH:3]=1.C1(SC)C=CC=CC=1. Given the product [CH2:1]([O:8][C:9]([NH:11][CH:12]1[CH2:13][C@H:14]2[N:18]([C@H:17]([C:26]([O:28][CH3:29])=[O:27])[CH2:16][CH2:15]2)[C:30]1=[O:32])=[O:10])[C:2]1[CH:3]=[CH:4][CH:5]=[CH:6][CH:7]=1, predict the reactants needed to synthesize it. (6) Given the product [Si:1]([O:8][C:9]1([C:13]2[CH:14]=[CH:15][C:16]3[C:17]4[N:25]=[CH:24][C:23]([C:26]5[N:30]([CH3:31])[N:29]=[N:28][C:27]=5[CH3:32])=[CH:22][C:18]=4[N:19]([C@H:40]([C:37]4[CH:36]=[CH:35][C:34]([F:33])=[CH:39][CH:38]=4)[CH:42]4[CH2:47][CH2:46][O:45][CH2:44][CH2:43]4)[C:20]=3[CH:21]=2)[CH2:10][O:11][CH2:12]1)([C:4]([CH3:7])([CH3:6])[CH3:5])([CH3:3])[CH3:2], predict the reactants needed to synthesize it. The reactants are: [Si:1]([O:8][C:9]1([C:13]2[CH:14]=[CH:15][C:16]3[C:17]4[N:25]=[CH:24][C:23]([C:26]5[N:30]([CH3:31])[N:29]=[N:28][C:27]=5[CH3:32])=[CH:22][C:18]=4[NH:19][C:20]=3[CH:21]=2)[CH2:12][O:11][CH2:10]1)([C:4]([CH3:7])([CH3:6])[CH3:5])([CH3:3])[CH3:2].[F:33][C:34]1[CH:39]=[CH:38][C:37]([C@@H:40]([CH:42]2[CH2:47][CH2:46][O:45][CH2:44][CH2:43]2)O)=[CH:36][CH:35]=1.C1(P(C2C=CC=CC=2)C2C=CC=CC=2)C=CC=CC=1.CC(OC(/N=N/C(OC(C)C)=O)=O)C. (7) Given the product [CH3:39][C:8]1[CH:9]=[C:10]([S:13][C:14]2[CH:19]=[C:18]([C:20]#[C:21][CH2:22][C:23]3[CH:28]=[CH:27][CH:26]=[CH:25][CH:24]=3)[CH:17]=[C:16]([O:29][CH2:30][CH2:31][CH2:32][N:33]3[CH2:34][CH2:35][O:36][CH2:37][CH2:38]3)[CH:15]=2)[CH:11]=[CH:12][C:7]=1[O:6][CH2:5][C:4]([OH:40])=[O:3], predict the reactants needed to synthesize it. The reactants are: C([O:3][C:4](=[O:40])[CH2:5][O:6][C:7]1[CH:12]=[CH:11][C:10]([S:13][C:14]2[CH:19]=[C:18]([C:20]#[C:21][CH2:22][C:23]3[CH:28]=[CH:27][CH:26]=[CH:25][CH:24]=3)[CH:17]=[C:16]([O:29][CH2:30][CH2:31][CH2:32][N:33]3[CH2:38][CH2:37][O:36][CH2:35][CH2:34]3)[CH:15]=2)=[CH:9][C:8]=1[CH3:39])C.[OH-].[Na+].Cl. (8) Given the product [F:1][C:2]1[CH:15]=[C:14]([F:16])[CH:13]=[CH:12][C:3]=1[CH:4]([OH:5])[C:6]1([NH:9][CH:10]=[O:11])[CH2:7][CH2:8]1, predict the reactants needed to synthesize it. The reactants are: [F:1][C:2]1[CH:15]=[C:14]([F:16])[CH:13]=[CH:12][C:3]=1[C:4]([C:6]1([NH:9][CH:10]=[O:11])[CH2:8][CH2:7]1)=[O:5].[BH4-].[Na+].[Cl-].[NH4+].